This data is from Forward reaction prediction with 1.9M reactions from USPTO patents (1976-2016). The task is: Predict the product of the given reaction. (1) Given the reactants COC1C=CC(C[O:8][C:9]2[CH:10]=[C:11]([C:34]([C:36]3[CH:37]=[N:38][C:39]([O:42][CH3:43])=[CH:40][CH:41]=3)=[O:35])[CH:12]=[C:13]([C:15]3[CH:23]=[CH:22][CH:21]=[C:20]4[C:16]=3[CH:17]=[CH:18][N:19]4[Si](C(C)C)(C(C)C)C(C)C)[CH:14]=2)=CC=1.B(F)(F)F.CCOC(C)=O.C([O-])(O)=O.[Na+], predict the reaction product. The product is: [OH:8][C:9]1[CH:10]=[C:11]([C:34]([C:36]2[CH:37]=[N:38][C:39]([O:42][CH3:43])=[CH:40][CH:41]=2)=[O:35])[CH:12]=[C:13]([C:15]2[CH:23]=[CH:22][CH:21]=[C:20]3[C:16]=2[CH:17]=[CH:18][NH:19]3)[CH:14]=1. (2) Given the reactants [Br:1][C:2]1[CH:7]=[CH:6][CH:5]=[CH:4][C:3]=1B(O)O.[Cl:11][C:12]1[CH:17]=[CH:16][C:15]([O:18][CH2:19][C:20]2[CH:25]=[CH:24][CH:23]=[CH:22][CH:21]=2)=[C:14](I)[CH:13]=1.C(=O)([O-])[O-].[K+].[K+].C1(C)C=CC=CC=1.C(O)C, predict the reaction product. The product is: [Br:1][C:2]1[CH:7]=[CH:6][CH:5]=[CH:4][C:3]=1[C:14]1[CH:13]=[C:12]([Cl:11])[CH:17]=[CH:16][C:15]=1[O:18][CH2:19][C:20]1[CH:21]=[CH:22][CH:23]=[CH:24][CH:25]=1. (3) Given the reactants [Cl:1][C:2]1[CH:3]=[C:4]([CH2:17][N:18]2[C:22]([CH3:23])=[CH:21][C:20]([C:24]([NH:26][C:27]3[CH:32]=[CH:31][C:30]([CH:33]=O)=[CH:29][N:28]=3)=[O:25])=[N:19]2)[C:5]2[O:9][C:8]([C:10]3[CH:15]=[CH:14][CH:13]=[CH:12][CH:11]=3)=[CH:7][C:6]=2[CH:16]=1.C([N:42]1[CH2:47][CH2:46][NH:45][CH2:44][CH2:43]1)(OC(C)(C)C)=O.[BH-](OC(C)=O)(OC(C)=O)OC(C)=O.[Na+], predict the reaction product. The product is: [ClH:1].[Cl:1][C:2]1[CH:3]=[C:4]([CH2:17][N:18]2[C:22]([CH3:23])=[CH:21][C:20]([C:24]([NH:26][C:27]3[CH:32]=[CH:31][C:30]([CH2:33][N:42]4[CH2:47][CH2:46][NH:45][CH2:44][CH2:43]4)=[CH:29][N:28]=3)=[O:25])=[N:19]2)[C:5]2[O:9][C:8]([C:10]3[CH:11]=[CH:12][CH:13]=[CH:14][CH:15]=3)=[CH:7][C:6]=2[CH:16]=1. (4) Given the reactants [CH3:1][C:2]1[C:10]([C:11]2[N:15]([CH3:16])[N:14]=[CH:13][CH:12]=2)=[CH:9][CH:8]=[CH:7][C:3]=1[C:4]([OH:6])=[O:5].[C:17](=O)([O-])[O-].[Cs+].[Cs+].IC.C(OCC)(=O)C, predict the reaction product. The product is: [CH3:1][C:2]1[C:10]([C:11]2[N:15]([CH3:16])[N:14]=[CH:13][CH:12]=2)=[CH:9][CH:8]=[CH:7][C:3]=1[C:4]([O:6][CH3:17])=[O:5]. (5) The product is: [Cl:20][C:9]1[CH:8]=[CH:7][N:6]=[C:5]2[NH:1][CH:2]=[CH:3][C:4]=12. Given the reactants [NH:1]1[C:5]2=[N+:6]([O-])[CH:7]=[CH:8][CH:9]=[C:4]2[CH:3]=[CH:2]1.CN(C=O)C.CS([Cl:20])(=O)=O.[OH-].[Na+], predict the reaction product.